This data is from Peptide-MHC class II binding affinity with 134,281 pairs from IEDB. The task is: Regression. Given a peptide amino acid sequence and an MHC pseudo amino acid sequence, predict their binding affinity value. This is MHC class II binding data. The MHC is DRB1_0101 with pseudo-sequence DRB1_0101. The binding affinity (normalized) is 0.374. The peptide sequence is DSYIIVGRGDSRLTY.